Dataset: Forward reaction prediction with 1.9M reactions from USPTO patents (1976-2016). Task: Predict the product of the given reaction. (1) Given the reactants [CH2:1]([O:8][C:9]1[CH:14]=[CH:13][N:12]=[C:11](Cl)[N:10]=1)[C:2]1[CH:7]=[CH:6][CH:5]=[CH:4][CH:3]=1.[CH3:16][N:17]1[CH2:22][CH2:21][NH:20][CH2:19][CH2:18]1, predict the reaction product. The product is: [CH2:1]([O:8][C:9]1[CH:14]=[CH:13][N:12]=[C:11]([N:20]2[CH2:21][CH2:22][N:17]([CH3:16])[CH2:18][CH2:19]2)[N:10]=1)[C:2]1[CH:7]=[CH:6][CH:5]=[CH:4][CH:3]=1. (2) The product is: [NH2:19][C:16]1[CH:17]=[CH:18][C:13]([O:12][C:8]2[CH:7]=[C:6]([NH:5][C:3](=[O:4])[C:2]([F:1])([F:22])[F:23])[CH:11]=[CH:10][CH:9]=2)=[CH:14][CH:15]=1. Given the reactants [F:1][C:2]([F:23])([F:22])[C:3]([NH:5][C:6]1[CH:11]=[CH:10][CH:9]=[C:8]([O:12][C:13]2[CH:18]=[CH:17][C:16]([N+:19]([O-])=O)=[CH:15][CH:14]=2)[CH:7]=1)=[O:4], predict the reaction product. (3) Given the reactants [F:1][C:2]1[C:6]([C:7]2[CH:8]=[N:9][CH:10]=[CH:11][CH:12]=2)=[N:5][N:4]2[CH:13]=[CH:14][N:15]([C:16]3[CH:17]=[C:18]([CH:20]=[CH:21][C:22]=3[CH3:23])[NH2:19])[C:3]=12.[F:24][S:25]([F:38])([F:37])([F:36])([F:35])[C:26]1[CH:27]=[C:28]([CH:32]=[CH:33][CH:34]=1)[C:29](O)=[O:30], predict the reaction product. The product is: [F:1][C:2]1[C:6]([C:7]2[CH:8]=[N:9][CH:10]=[CH:11][CH:12]=2)=[N:5][N:4]2[CH:13]=[CH:14][N:15]([C:16]3[CH:17]=[C:18]([NH:19][C:29](=[O:30])[C:28]4[CH:32]=[CH:33][CH:34]=[C:26]([S:25]([F:38])([F:24])([F:35])([F:36])[F:37])[CH:27]=4)[CH:20]=[CH:21][C:22]=3[CH3:23])[C:3]=12. (4) Given the reactants [C:1]([O:5][C:6](=[O:23])[CH2:7][C:8](=[O:22])[CH2:9][C@H:10]([OH:21])[CH2:11][O:12][C:13](=[O:20])[C:14]1[CH:19]=[CH:18][CH:17]=[CH:16][CH:15]=1)([CH3:4])([CH3:3])[CH3:2].[H][H], predict the reaction product. The product is: [C:1]([O:5][C:6](=[O:23])[CH2:7][C@H:8]([OH:22])[CH2:9][C@H:10]([OH:21])[CH2:11][O:12][C:13](=[O:20])[C:14]1[CH:15]=[CH:16][CH:17]=[CH:18][CH:19]=1)([CH3:4])([CH3:2])[CH3:3]. (5) Given the reactants C(OC([N:6]1[C:33]2[C:28](=[CH:29][CH:30]=[C:31]([Cl:34])[CH:32]=2)[C@:8]2([C@@H:13]([CH:14]3[CH2:19][CH2:18][CH2:17][CH2:16][CH2:15]3)[CH2:12][C:11](=[O:20])[NH:10][C@H:9]2[C:21]2[CH:26]=[CH:25][CH:24]=[C:23]([Cl:27])[CH:22]=2)[C:7]1=[O:35])=O)C.[OH-].[Na+], predict the reaction product. The product is: [Cl:34][C:31]1[CH:32]=[C:33]2[NH:6][C:7](=[O:35])[C:8]3([CH:13]([CH:14]4[CH2:19][CH2:18][CH2:17][CH2:16][CH2:15]4)[CH2:12][C:11](=[O:20])[NH:10][CH:9]3[C:21]3[CH:26]=[CH:25][CH:24]=[C:23]([Cl:27])[CH:22]=3)[C:28]2=[CH:29][CH:30]=1.